Dataset: Catalyst prediction with 721,799 reactions and 888 catalyst types from USPTO. Task: Predict which catalyst facilitates the given reaction. (1) Reactant: C(OC([N:8]1[CH2:12][CH2:11][CH:10]([C:13]([C:15]2[C:23]3[C:18](=[N:19][CH:20]=[C:21]([C:24]4[CH:29]=[C:28]([O:30][CH3:31])[C:27]([O:32][CH3:33])=[C:26]([O:34][CH3:35])[CH:25]=4)[N:22]=3)[NH:17][CH:16]=2)=[O:14])[CH2:9]1)=O)(C)(C)C.[F:36][C:37]([F:42])([F:41])[C:38]([OH:40])=[O:39]. Product: [F:36][C:37]([F:42])([F:41])[C:38]([OH:40])=[O:39].[NH:8]1[CH2:12][CH2:11][CH:10]([C:13]([C:15]2[C:23]3[C:18](=[N:19][CH:20]=[C:21]([C:24]4[CH:29]=[C:28]([O:30][CH3:31])[C:27]([O:32][CH3:33])=[C:26]([O:34][CH3:35])[CH:25]=4)[N:22]=3)[NH:17][CH:16]=2)=[O:14])[CH2:9]1. The catalyst class is: 4. (2) Product: [CH3:13][O:12][C:9]1[CH:10]=[C:11]2[C:6](=[CH:7][C:8]=1[O:14][CH3:15])[N:5]=[CH:4][C:3]([C:16]([NH2:18])=[O:17])=[C:2]2[NH:24][C:23]1[CH:25]=[CH:26][CH:27]=[C:21]([O:20][CH3:19])[C:22]=1[CH3:28]. Reactant: Cl[C:2]1[C:11]2[C:6](=[CH:7][C:8]([O:14][CH3:15])=[C:9]([O:12][CH3:13])[CH:10]=2)[N:5]=[CH:4][C:3]=1[C:16]([NH2:18])=[O:17].[CH3:19][O:20][C:21]1[C:22]([CH3:28])=[C:23]([CH:25]=[CH:26][CH:27]=1)[NH2:24].C(O)(=O)C.C([O-])(O)=O.[Na+]. The catalyst class is: 18. (3) Reactant: CC(OI1(OC(C)=O)(OC(C)=O)OC(=O)C2C=CC=CC1=2)=O.[C:23]([O:27][C:28]([N:30]1[CH2:34][C@H:33]2[N:35]([C:39](=[O:46])[C:40]3[CH:45]=[CH:44][CH:43]=[CH:42][CH:41]=3)[CH2:36][C@H:37]([OH:38])[C@H:32]2[N:31]1[C:47](=[O:70])[C@@H:48]([NH:53][C:54](=[O:69])[C:55]1[CH:60]=[CH:59][C:58]([NH:61][C:62]([O:64][C:65]([CH3:68])([CH3:67])[CH3:66])=[O:63])=[CH:57][CH:56]=1)[CH2:49][CH:50]([CH3:52])[CH3:51])=[O:29])([CH3:26])([CH3:25])[CH3:24]. Product: [C:23]([O:27][C:28]([N:30]1[CH2:34][C@H:33]2[N:35]([C:39](=[O:46])[C:40]3[CH:41]=[CH:42][CH:43]=[CH:44][CH:45]=3)[CH2:36][C:37](=[O:38])[C@H:32]2[N:31]1[C:47](=[O:70])[C@@H:48]([NH:53][C:54](=[O:69])[C:55]1[CH:56]=[CH:57][C:58]([NH:61][C:62]([O:64][C:65]([CH3:68])([CH3:67])[CH3:66])=[O:63])=[CH:59][CH:60]=1)[CH2:49][CH:50]([CH3:52])[CH3:51])=[O:29])([CH3:24])([CH3:25])[CH3:26]. The catalyst class is: 4. (4) Reactant: [CH3:1][O:2][C:3]1[CH:8]=[CH:7][C:6]([S:9][CH3:10])=[CH:5][C:4]=1[C:11]([CH3:22])([CH3:21])[CH2:12][C:13]([C:17]([F:20])([F:19])[F:18])([OH:16])CO.C([O-])(=O)C.[Pb+4].C([O-])(=O)C.C([O-])(=O)C.C([O-])(=O)C. Product: [F:20][C:17]([F:18])([F:19])[C:13](=[O:16])[CH2:12][C:11]([C:4]1[CH:5]=[C:6]([S:9][CH3:10])[CH:7]=[CH:8][C:3]=1[O:2][CH3:1])([CH3:22])[CH3:21]. The catalyst class is: 5. (5) Reactant: [CH3:1][S:2]([OH:5])(=[O:4])=[O:3].[Si]([O:13][CH2:14][CH2:15][N:16]([C:43]#[N:44])[C:17]1[CH:22]=[CH:21][C:20]([NH:23][C:24]([C:26]2[C:31]([C:32]([NH:34][C:35]3[CH:40]=[CH:39][C:38]([C:41]#[N:42])=[CH:37][N:36]=3)=[O:33])=[N:30][CH:29]=[CH:28][N:27]=2)=[O:25])=[CH:19][CH:18]=1)(C(C)(C)C)(C)C. Product: [CH3:1][S:2]([OH:5])(=[O:4])=[O:3].[C:41]([C:38]1[CH:39]=[CH:40][C:35]([NH:34][C:32]([C:31]2[C:26]([C:24]([NH:23][C:20]3[CH:21]=[CH:22][C:17]([N:16]4[CH2:15][CH2:14][O:13][C:43]4=[NH:44])=[CH:18][CH:19]=3)=[O:25])=[N:27][CH:28]=[CH:29][N:30]=2)=[O:33])=[N:36][CH:37]=1)#[N:42]. The catalyst class is: 10. (6) Reactant: C([O:5][C:6]1[CH:11]=[C:10]([C:12]2[NH:35][C:15]3=[N:16][CH:17]=[CH:18][C:19]([C:20]4[CH:21]=[CH:22][C:23]([O:28][CH:29]5[CH2:34][CH2:33][O:32][CH2:31][CH2:30]5)=[C:24]([CH:27]=4)[C:25]#[N:26])=[C:14]3[CH:13]=2)[CH:9]=[CH:8][N:7]=1)(C)(C)C. Product: [O:5]=[C:6]1[CH:11]=[C:10]([C:12]2[NH:35][C:15]3=[N:16][CH:17]=[CH:18][C:19]([C:20]4[CH:21]=[CH:22][C:23]([O:28][CH:29]5[CH2:34][CH2:33][O:32][CH2:31][CH2:30]5)=[C:24]([CH:27]=4)[C:25]#[N:26])=[C:14]3[CH:13]=2)[CH:9]=[CH:8][NH:7]1. The catalyst class is: 67.